This data is from Reaction yield outcomes from USPTO patents with 853,638 reactions. The task is: Predict the reaction yield, written as a fraction of the theoretical maximum amount of product (1.0 means a 100% yield; for example, 0.34 means a 34% yield). (1) The reactants are [F:1][C:2]1[CH:9]=[C:8]([I:10])[CH:7]=[CH:6][C:3]=1[CH2:4]Br.O.[C-:12]#[N:13].[Na+]. The catalyst is C(O)C. The product is [F:1][C:2]1[CH:9]=[C:8]([I:10])[CH:7]=[CH:6][C:3]=1[CH2:4][C:12]#[N:13]. The yield is 0.960. (2) The reactants are CO[C:3](=[O:28])[C:4]1[CH:9]=[CH:8][C:7]([O:10][CH2:11][C:12]2[C:13]([C:21]3[CH:26]=[CH:25][C:24]([F:27])=[CH:23][CH:22]=3)=[N:14][O:15][C:16]=2[C:17]([F:20])([F:19])[F:18])=[N:6][CH:5]=1.COC(=O)C1C=CC(OCC2C(C3C=CC=C(F)C=3)=NOC=2C)=NC=1.[F:54][C:55]([F:59])([F:58])[CH2:56][NH2:57]. No catalyst specified. The product is [F:27][C:24]1[CH:25]=[CH:26][C:21]([C:13]2[C:12]([CH2:11][O:10][C:7]3[CH:8]=[CH:9][C:4]([C:3]([NH:57][CH2:56][C:55]([F:59])([F:58])[F:54])=[O:28])=[CH:5][N:6]=3)=[C:16]([C:17]([F:18])([F:19])[F:20])[O:15][N:14]=2)=[CH:22][CH:23]=1. The yield is 0.980. (3) No catalyst specified. The yield is 0.650. The product is [NH2:1][C:2]1[C:3]2[C:10]([CH3:11])=[CH:9][N:8]([CH:12]([C:14]3[CH:21]=[C:20]([Cl:22])[C:17]([C:18]#[N:19])=[C:16]([CH:23]4[CH2:24][N:25]([CH:31]([CH3:33])[CH3:30])[CH2:26]4)[C:15]=3[O:27][CH2:28][CH3:29])[CH3:13])[C:4]=2[N:5]=[CH:6][N:7]=1. The reactants are [NH2:1][C:2]1[C:3]2[C:10]([CH3:11])=[CH:9][N:8]([CH:12]([C:14]3[CH:21]=[C:20]([Cl:22])[C:17]([C:18]#[N:19])=[C:16]([CH:23]4[CH2:26][NH:25][CH2:24]4)[C:15]=3[O:27][CH2:28][CH3:29])[CH3:13])[C:4]=2[N:5]=[CH:6][N:7]=1.[CH3:30][C:31]([CH3:33])=O. (4) The reactants are [NH2:1][C:2]1[CH:3]=[N:4][CH:5]=[CH:6][C:7]=1[CH2:8][C:9]([O:11]CC)=O. The catalyst is Cl.C(OC(C)C)(C)C. The product is [NH:1]1[C:2]2=[CH:3][N:4]=[CH:5][CH:6]=[C:7]2[CH2:8][C:9]1=[O:11]. The yield is 0.940. (5) The reactants are [Br:1]Br.[NH2:3][C:4]1[CH:14]=[CH:13][C:12]([C:15]([F:18])([F:17])[F:16])=[CH:11][C:5]=1[C:6]([O:8][CH2:9][CH3:10])=[O:7].S([O-])([O-])(=O)=S.[Na+].[Na+]. The catalyst is C(Cl)Cl. The product is [NH2:3][C:4]1[C:14]([Br:1])=[CH:13][C:12]([C:15]([F:16])([F:17])[F:18])=[CH:11][C:5]=1[C:6]([O:8][CH2:9][CH3:10])=[O:7]. The yield is 0.970.